From a dataset of Reaction yield outcomes from USPTO patents with 853,638 reactions. Predict the reaction yield, written as a fraction of the theoretical maximum amount of product (1.0 means a 100% yield; for example, 0.34 means a 34% yield). The reactants are Cl[C:2]1[N:3]=[C:4]([OH:12])[C:5]2[CH:11]=[CH:10][N:9]=[CH:8][C:6]=2[N:7]=1.[CH:13]1([CH:16]([C:18]2[CH:23]=[CH:22][C:21]([N:24]([CH3:32])[C:25]3[CH:30]=[CH:29][C:28]([OH:31])=[CH:27][CH:26]=3)=[CH:20][CH:19]=2)[CH3:17])[CH2:15][CH2:14]1. No catalyst specified. The product is [CH:13]1([CH:16]([C:18]2[CH:23]=[CH:22][C:21]([N:24]([CH3:32])[C:25]3[CH:26]=[CH:27][C:28]([O:31][C:2]4[N:3]=[C:4]([OH:12])[C:5]5[CH:11]=[CH:10][N:9]=[CH:8][C:6]=5[N:7]=4)=[CH:29][CH:30]=3)=[CH:20][CH:19]=2)[CH3:17])[CH2:15][CH2:14]1. The yield is 0.150.